From a dataset of NCI-60 drug combinations with 297,098 pairs across 59 cell lines. Regression. Given two drug SMILES strings and cell line genomic features, predict the synergy score measuring deviation from expected non-interaction effect. (1) Synergy scores: CSS=38.2, Synergy_ZIP=2.09, Synergy_Bliss=0.705, Synergy_Loewe=-1.14, Synergy_HSA=-0.687. Drug 1: C1=CC(=C2C(=C1NCCNCCO)C(=O)C3=C(C=CC(=C3C2=O)O)O)NCCNCCO. Drug 2: CC1CCCC2(C(O2)CC(NC(=O)CC(C(C(=O)C(C1O)C)(C)C)O)C(=CC3=CSC(=N3)C)C)C. Cell line: COLO 205. (2) Drug 1: C1=NC2=C(N1)C(=S)N=C(N2)N. Drug 2: CC1=C(C=C(C=C1)NC(=O)C2=CC=C(C=C2)CN3CCN(CC3)C)NC4=NC=CC(=N4)C5=CN=CC=C5. Cell line: OVCAR3. Synergy scores: CSS=45.2, Synergy_ZIP=2.85, Synergy_Bliss=3.58, Synergy_Loewe=-13.9, Synergy_HSA=2.37. (3) Drug 1: CN(CC1=CN=C2C(=N1)C(=NC(=N2)N)N)C3=CC=C(C=C3)C(=O)NC(CCC(=O)O)C(=O)O. Drug 2: C1CC(C1)(C(=O)O)C(=O)O.[NH2-].[NH2-].[Pt+2]. Cell line: UACC62. Synergy scores: CSS=39.0, Synergy_ZIP=-4.68, Synergy_Bliss=-1.38, Synergy_Loewe=-1.84, Synergy_HSA=1.04. (4) Drug 1: C1=CC(=CC=C1CC(C(=O)O)N)N(CCCl)CCCl.Cl. Drug 2: C(CN)CNCCSP(=O)(O)O. Cell line: MDA-MB-231. Synergy scores: CSS=7.02, Synergy_ZIP=1.50, Synergy_Bliss=6.48, Synergy_Loewe=-12.0, Synergy_HSA=-0.579.